From a dataset of Catalyst prediction with 721,799 reactions and 888 catalyst types from USPTO. Predict which catalyst facilitates the given reaction. (1) Reactant: [CH2:1]([O:8][C@@H:9]1[C@@H:17]([CH:18]=[O:19])[O:16][C@H:15]2[C@H:11]([N:12]=[C:13]([N:20]([CH3:28])[C:21](=[O:27])[O:22][C:23]([CH3:26])([CH3:25])[CH3:24])[S:14]2)[C@@H:10]1[F:29])[C:2]1[CH:7]=[CH:6][CH:5]=[CH:4][CH:3]=1.C[Mg+].[Br-].[CH3:33]C(OC(OC(OC(C)(C)C)=O)=O)(C)C. Product: [CH2:1]([O:8][C@@H:9]1[C@@H:17]([CH:18]([OH:19])[CH3:33])[O:16][C@H:15]2[C@H:11]([N:12]=[C:13]([N:20]([CH3:28])[C:21](=[O:27])[O:22][C:23]([CH3:24])([CH3:25])[CH3:26])[S:14]2)[C@@H:10]1[F:29])[C:2]1[CH:3]=[CH:4][CH:5]=[CH:6][CH:7]=1. The catalyst class is: 116. (2) The catalyst class is: 720. Product: [CH2:37]([O:1][C:2]1[CH:11]=[C:10]([C:17]2[CH:16]=[CH:15][C:14]([F:13])=[CH:19][C:18]=2[F:20])[CH:9]=[CH:8][C:3]=1[C:4]([O:6][CH3:7])=[O:5])[C:32]1[CH:33]=[CH:34][CH:35]=[CH:36][CH:31]=1. Reactant: [OH:1][C:2]1[CH:11]=[C:10](I)[CH:9]=[CH:8][C:3]=1[C:4]([O:6][CH3:7])=[O:5].[F:13][C:14]1[CH:19]=[C:18]([F:20])[CH:17]=[CH:16][C:15]=1B(O)O.C1(P(C2CCCCC2)[C:31]2[CH:36]=[CH:35][CH:34]=[CH:33][C:32]=2[C:37]2C(OC)=CC=CC=2OC)CCCCC1.C(=O)([O-])[O-].[Na+].[Na+]. (3) Reactant: [CH:1]1[C:13]2[CH:12]([CH2:14][O:15][C:16]([N:18]([CH3:36])[N:19]([CH2:21][C:22]3[N:23]([CH2:31][CH2:32][C:33]([OH:35])=[O:34])[C:24]4[C:29]([CH:30]=3)=[CH:28][CH:27]=[CH:26][CH:25]=4)[CH3:20])=[O:17])[C:11]3[C:6](=[CH:7][CH:8]=[CH:9][CH:10]=3)[C:5]=2[CH:4]=[CH:3][CH:2]=1.[F:37][C:38]1[C:43](O)=[C:42]([F:45])[C:41]([F:46])=[C:40]([F:47])[C:39]=1[F:48].C1CCC(N=C=NC2CCCCC2)CC1. Product: [CH3:36][N:18]([C:16]([O:15][CH2:14][CH:12]1[C:13]2[CH:1]=[CH:2][CH:3]=[CH:4][C:5]=2[C:6]2[C:11]1=[CH:10][CH:9]=[CH:8][CH:7]=2)=[O:17])[N:19]([CH3:20])[CH2:21][C:22]1[N:23]([CH2:31][CH2:32][C:33](=[O:35])[O:34][C:43]2[C:42]([F:45])=[C:41]([F:46])[C:40]([F:47])=[C:39]([F:48])[C:38]=2[F:37])[C:24]2[C:29]([CH:30]=1)=[CH:28][CH:27]=[CH:26][CH:25]=2. The catalyst class is: 25. (4) Reactant: [CH:1]1([OH:5])[CH2:4][CH2:3][CH2:2]1.CCN(C(C)C)C(C)C.[C:15](=[O:26])(OC(Cl)(Cl)Cl)OC(Cl)(Cl)Cl.[NH2:27][C:28]1[CH:33]=[CH:32][N:31]([CH2:34][CH2:35][CH2:36][CH2:37][C:38]2[S:42][C:41]([C:43]([NH:45][CH2:46][C:47]3[CH:48]=[N:49][C:50]([CH3:53])=[CH:51][CH:52]=3)=[O:44])=[N:40][N:39]=2)[C:30](=[O:54])[C:29]=1[F:55]. Product: [CH:1]1([O:5][C:15](=[O:26])[NH:27][C:28]2[CH:33]=[CH:32][N:31]([CH2:34][CH2:35][CH2:36][CH2:37][C:38]3[S:42][C:41]([C:43](=[O:44])[NH:45][CH2:46][C:47]4[CH:48]=[N:49][C:50]([CH3:53])=[CH:51][CH:52]=4)=[N:40][N:39]=3)[C:30](=[O:54])[C:29]=2[F:55])[CH2:4][CH2:3][CH2:2]1. The catalyst class is: 1.